From a dataset of Reaction yield outcomes from USPTO patents with 853,638 reactions. Predict the reaction yield, written as a fraction of the theoretical maximum amount of product (1.0 means a 100% yield; for example, 0.34 means a 34% yield). (1) The reactants are [C:1]1([NH2:8])[CH:6]=[CH:5][CH:4]=[C:3]([NH2:7])[CH:2]=1.[C:9]([O:13][C:14](O[C:14]([O:13][C:9]([CH3:12])([CH3:11])[CH3:10])=[O:15])=[O:15])([CH3:12])([CH3:11])[CH3:10]. The catalyst is C(Cl)Cl. The product is [NH2:7][C:3]1[CH:2]=[C:1]([NH:8][C:14](=[O:15])[O:13][C:9]([CH3:12])([CH3:11])[CH3:10])[CH:6]=[CH:5][CH:4]=1. The yield is 0.830. (2) The reactants are [C:1]([O:5][C:6]([CH2:8][CH2:9][C@H:10]([NH:33]C(OCC1C=CC=CC=1)=O)[C:11]([NH:13][C@@H:14]([CH2:22][CH2:23][C:24]([O:26][CH2:27][CH2:28][Si:29]([CH3:32])([CH3:31])[CH3:30])=[O:25])[C:15]([O:17][C:18]([CH3:21])([CH3:20])[CH3:19])=[O:16])=[O:12])=[O:7])([CH3:4])([CH3:3])[CH3:2]. The catalyst is CC(O)C.[Pd]. The yield is 0.940. The product is [NH2:33][C@@H:10]([CH2:9][CH2:8][C:6]([O:5][C:1]([CH3:4])([CH3:3])[CH3:2])=[O:7])[C:11]([NH:13][C@@H:14]([CH2:22][CH2:23][C:24]([O:26][CH2:27][CH2:28][Si:29]([CH3:30])([CH3:32])[CH3:31])=[O:25])[C:15]([O:17][C:18]([CH3:21])([CH3:20])[CH3:19])=[O:16])=[O:12]. (3) The reactants are ON=[CH:3][C:4]([NH:6][C:7]1[CH:15]=[CH:14][CH:13]=[C:12]2[C:8]=1[CH2:9][CH2:10][CH2:11]2)=[O:5].CS(O)(=O)=[O:18]. No catalyst specified. The product is [NH:6]1[C:7]2[C:15](=[CH:14][CH:13]=[C:12]3[C:8]=2[CH2:9][CH2:10][CH2:11]3)[C:3](=[O:18])[C:4]1=[O:5]. The yield is 0.720.